This data is from Reaction yield outcomes from USPTO patents with 853,638 reactions. The task is: Predict the reaction yield, written as a fraction of the theoretical maximum amount of product (1.0 means a 100% yield; for example, 0.34 means a 34% yield). (1) The reactants are [O:1]1[CH:5]=[CH:4][N:3]=[CH:2]1.[Li]CCCC.[CH3:11][C:12]([CH3:32])([CH3:31])[CH2:13][N:14]([CH2:23][C:24]1[CH:29]=[CH:28][C:27](I)=[CH:26][CH:25]=1)[C:15]1[CH:20]=[CH:19][N:18]=[C:17]([C:21]#[N:22])[N:16]=1.O. The catalyst is C1COCC1.[Cl-].[Cl-].[Zn+2].C1C=CC([P]([Pd]([P](C2C=CC=CC=2)(C2C=CC=CC=2)C2C=CC=CC=2)([P](C2C=CC=CC=2)(C2C=CC=CC=2)C2C=CC=CC=2)[P](C2C=CC=CC=2)(C2C=CC=CC=2)C2C=CC=CC=2)(C2C=CC=CC=2)C2C=CC=CC=2)=CC=1. The product is [CH3:11][C:12]([CH3:32])([CH3:31])[CH2:13][N:14]([CH2:23][C:24]1[CH:29]=[CH:28][C:27]([C:2]2[O:1][CH:5]=[CH:4][N:3]=2)=[CH:26][CH:25]=1)[C:15]1[CH:20]=[CH:19][N:18]=[C:17]([C:21]#[N:22])[N:16]=1. The yield is 0.160. (2) The reactants are [N+:1]([C:4]1[CH:5]=[C:6]([C:10]([O:12][CH3:13])=[O:11])[S:7][C:8]=1[CH3:9])([O-:3])=[O:2].[CH2:14]([O:21][C:22]1[CH:29]=[CH:28][C:25]([CH:26]=O)=[CH:24][CH:23]=1)[C:15]1[CH:20]=[CH:19][CH:18]=[CH:17][CH:16]=1.N1CCC[CH2:31]1. The catalyst is C(O)C. The product is [CH2:14]([O:21][C:22]1[CH:29]=[CH:28][C:25](/[CH:26]=[CH:9]/[C:8]2[S:7][C:6]([C:10]([O:12][CH2:13][CH3:31])=[O:11])=[CH:5][C:4]=2[N+:1]([O-:3])=[O:2])=[CH:24][CH:23]=1)[C:15]1[CH:20]=[CH:19][CH:18]=[CH:17][CH:16]=1. The yield is 0.840. (3) The product is [NH:1]1[C:5]2[CH:6]=[CH:7][CH:8]=[CH:9][C:4]=2[N:3]=[C:2]1[C:10]1([CH2:16][N:17]=[C:18]([C:19]2[CH:24]=[CH:23][CH:22]=[CH:21][CH:20]=2)[C:25]2[CH:30]=[CH:29][CH:28]=[CH:27][CH:26]=2)[CH2:11][CH2:12][NH:13][CH2:14][CH2:15]1. The reactants are [NH:1]1[C:5]2[CH:6]=[CH:7][CH:8]=[CH:9][C:4]=2[N:3]=[C:2]1[C:10]1([CH2:16][NH2:17])[CH2:15][CH2:14][NH:13][CH2:12][CH2:11]1.[C:18](=N)([C:25]1[CH:30]=[CH:29][CH:28]=[CH:27][CH:26]=1)[C:19]1[CH:24]=[CH:23][CH:22]=[CH:21][CH:20]=1.C1(C)C=CC(S(O)(=O)=O)=CC=1.C(Cl)Cl. The yield is 0.315. The catalyst is C([O-])(O)=O.[Na+]. (4) The reactants are I[CH:2]([CH3:4])[CH3:3].[NH:5]1[C:9]([C:10]2[CH:11]=[C:12]([C:16]3[CH:17]=[CH:18][C:19]4[O:23][C:22]([C:24]5[CH:29]=[CH:28][C:27]([F:30])=[CH:26][CH:25]=5)=[C:21]([C:31]([NH:33][CH3:34])=[O:32])[C:20]=4[CH:35]=3)[CH:13]=[CH:14][CH:15]=2)=[N:8][N:7]=[N:6]1.C([O-])([O-])=O.[Na+].[Na+]. The catalyst is CN(C=O)C. The product is [F:30][C:27]1[CH:28]=[CH:29][C:24]([C:22]2[O:23][C:19]3[CH:18]=[CH:17][C:16]([C:12]4[CH:13]=[CH:14][CH:15]=[C:10]([C:9]5[N:8]=[N:7][N:6]([CH:2]([CH3:4])[CH3:3])[N:5]=5)[CH:11]=4)=[CH:35][C:20]=3[C:21]=2[C:31]([NH:33][CH3:34])=[O:32])=[CH:25][CH:26]=1. The yield is 0.300.